The task is: Predict which catalyst facilitates the given reaction.. This data is from Catalyst prediction with 721,799 reactions and 888 catalyst types from USPTO. (1) The catalyst class is: 3. Product: [NH2:17][C:14]1[S:13][C:12]([C:10]([N:7]2[CH2:8][CH2:9][N:4]([CH2:3][CH2:2][OH:1])[CH2:5][CH2:6]2)=[O:11])=[CH:16][CH:15]=1. Reactant: [OH:1][CH2:2][CH2:3][N:4]1[CH2:9][CH2:8][N:7]([C:10]([C:12]2[S:13][C:14]([N+:17]([O-])=O)=[CH:15][CH:16]=2)=[O:11])[CH2:6][CH2:5]1.[N+](C1SC(C(O)=O)=CC=1)([O-])=O.N1(CCO)CCNCC1.CCN=C=NCCCN(C)C.C1C=CC2N(O)N=NC=2C=1.CN1CCOCC1. (2) Reactant: [CH:1]1[C:9]2[C:8]3[CH:10]=[CH:11][CH:12]=[CH:13][C:7]=3[Se:6][C:5]=2[CH:4]=[CH:3][CH:2]=1.[Li]CCCC.[B:19](OC)([O:22]C)[O:20]C.Cl. Product: [CH:1]1[C:9]2[C:8]3[CH:10]=[CH:11][CH:12]=[CH:13][C:7]=3[Se:6][C:5]=2[C:4]([B:19]([OH:22])[OH:20])=[CH:3][CH:2]=1. The catalyst class is: 28. (3) Reactant: [N+:1]([C:4]1[CH:9]=[CH:8][CH:7]=[CH:6][C:5]=1[CH2:10][CH2:11][NH:12][C:13](=[O:15])[CH3:14])([O-])=O. Product: [NH2:1][C:4]1[CH:9]=[CH:8][CH:7]=[CH:6][C:5]=1[CH2:10][CH2:11][NH:12][C:13](=[O:15])[CH3:14]. The catalyst class is: 29.